This data is from Reaction yield outcomes from USPTO patents with 853,638 reactions. The task is: Predict the reaction yield, written as a fraction of the theoretical maximum amount of product (1.0 means a 100% yield; for example, 0.34 means a 34% yield). (1) The product is [CH3:21][N:22]([CH3:26])[CH2:23][CH2:24][NH:25][S:17]([C:15]1[CH:14]=[CH:13][C:11]2[N:12]=[C:8]([C:3]3[C:4]([CH3:7])=[N:5][NH:6][C:2]=3[NH2:1])[S:9][C:10]=2[CH:16]=1)(=[O:19])=[O:18]. The yield is 0.0900. The reactants are [NH2:1][C:2]1[NH:6][N:5]=[C:4]([CH3:7])[C:3]=1[C:8]1[S:9][C:10]2[CH:16]=[C:15]([S:17](Cl)(=[O:19])=[O:18])[CH:14]=[CH:13][C:11]=2[N:12]=1.[CH3:21][N:22]([CH3:26])[CH2:23][CH2:24][NH2:25].CN1CCOCC1. The catalyst is CO. (2) The reactants are [OH:1][C:2]1[CH:9]=[CH:8][C:7]([N+:10]([O-:12])=[O:11])=[CH:6][C:3]=1[CH:4]=O.[NH2:13][CH2:14][CH2:15][NH:16][C:17](=[O:23])[O:18][C:19]([CH3:22])([CH3:21])[CH3:20].[BH4-].[Na+]. The catalyst is CO.C(Cl)Cl. The yield is 0.930. The product is [OH:1][C:2]1[CH:9]=[CH:8][C:7]([N+:10]([O-:12])=[O:11])=[CH:6][C:3]=1[CH2:4][NH:13][CH2:14][CH2:15][NH:16][C:17](=[O:23])[O:18][C:19]([CH3:21])([CH3:20])[CH3:22]. (3) The reactants are Cl[C:2]1[CH:7]=[CH:6][N:5]=[CH:4][C:3]=1[N+:8]([O-:10])=[O:9].[CH3:11][C@H:12]1[CH2:17][NH:16][CH2:15][C@@H:14]([NH:18][C:19](=[O:25])[O:20][C:21]([CH3:24])([CH3:23])[CH3:22])[CH2:13]1. The catalyst is C(O)(C)C. The product is [CH3:11][C@H:12]1[CH2:17][N:16]([C:2]2[CH:7]=[CH:6][N:5]=[CH:4][C:3]=2[N+:8]([O-:10])=[O:9])[CH2:15][C@@H:14]([NH:18][C:19](=[O:25])[O:20][C:21]([CH3:24])([CH3:23])[CH3:22])[CH2:13]1. The yield is 0.762.